This data is from Full USPTO retrosynthesis dataset with 1.9M reactions from patents (1976-2016). The task is: Predict the reactants needed to synthesize the given product. (1) Given the product [CH3:1][N:2]([C:3]1[CH:4]=[CH:5][C:6]([B:9]2[O:13][C:12]([CH3:15])([CH3:14])[C:11]([CH3:17])([CH3:16])[O:10]2)=[CH:7][CH:8]=1)[C:28](=[O:29])[O:30][CH3:31], predict the reactants needed to synthesize it. The reactants are: [CH3:1][NH:2][C:3]1[CH:8]=[CH:7][C:6]([B:9]2[O:13][C:12]([CH3:15])([CH3:14])[C:11]([CH3:17])([CH3:16])[O:10]2)=[CH:5][CH:4]=1.C(N(CC)C(C)C)(C)C.Cl[C:28]([O:30][CH3:31])=[O:29]. (2) Given the product [C:4]([O:3][C:1]([N:8]1[CH2:13][CH2:12][CH:11]([N:14]2[C:36]3=[N:35][C:34]([NH:17][C:20]4[CH:21]=[CH:28][CH:27]=[CH:26][CH:31]=4)=[N:39][CH:38]=[C:37]3[CH2:41][N:42]([C:43]3[CH:48]=[CH:47][C:46]([O:49][CH3:50])=[CH:45][CH:44]=3)[C:22]2=[O:23])[CH2:10][CH2:9]1)=[O:2])([CH3:7])([CH3:6])[CH3:5], predict the reactants needed to synthesize it. The reactants are: [C:1]([N:8]1[CH2:13][CH2:12][CH:11]([NH2:14])[CH2:10][CH2:9]1)([O:3][C:4]([CH3:7])([CH3:6])[CH3:5])=[O:2].C([N:17]([CH2:20][CH3:21])CC)C.[C:22](Cl)(Cl)=[O:23].[C:26]1(C)[CH:31]=CC=[CH:28][CH:27]=1.Cl[C:34]1[N:39]=[C:38](Cl)[C:37]([CH2:41][NH:42][C:43]2[CH:48]=[CH:47][C:46]([O:49][CH3:50])=[CH:45][CH:44]=2)=[CH:36][N:35]=1.C([Li])CCC. (3) Given the product [Cl:5][CH2:6][CH2:7][C:8]([C:18]1[CH:17]=[CH:16][C:15]2[O:11][CH2:12][CH2:13][C:14]=2[CH:19]=1)=[O:9], predict the reactants needed to synthesize it. The reactants are: [Al+3].[Cl-].[Cl-].[Cl-].[Cl:5][CH2:6][CH2:7][C:8](Cl)=[O:9].[O:11]1[C:15]2[CH:16]=[CH:17][CH:18]=[CH:19][C:14]=2[CH2:13][CH2:12]1.